Dataset: Forward reaction prediction with 1.9M reactions from USPTO patents (1976-2016). Task: Predict the product of the given reaction. (1) Given the reactants [Cl:1][C:2]1[CH:11]=[C:10]([C:12](=[O:14])[CH3:13])[C:9]([N:15]2[CH2:20][CH2:19][NH:18][CH2:17][CH2:16]2)=[C:8]2[C:3]=1[CH:4]=[CH:5][CH:6]=[N:7]2.[CH:21]1([C:25](Cl)=[O:26])[CH2:24][CH2:23][CH2:22]1.C(N(CC)CC)C, predict the reaction product. The product is: [Cl:1][C:2]1[CH:11]=[C:10]([C:12](=[O:14])[CH3:13])[C:9]([N:15]2[CH2:16][CH2:17][N:18]([C:25]([CH:21]3[CH2:24][CH2:23][CH2:22]3)=[O:26])[CH2:19][CH2:20]2)=[C:8]2[C:3]=1[CH:4]=[CH:5][CH:6]=[N:7]2. (2) Given the reactants [CH3:1][O:2][CH2:3][CH2:4][NH:5][S:6]([CH2:9][C:10]1[CH:15]=[CH:14][CH:13]=[CH:12][CH:11]=1)(=[O:8])=[O:7].[C:16](OCC)(=[O:22])[C:17](OCC)=[O:18].CC(C)([O-])C.[K+], predict the reaction product. The product is: [OH:22][C:16]1[C:17](=[O:18])[N:5]([CH2:4][CH2:3][O:2][CH3:1])[S:6](=[O:7])(=[O:8])[C:9]=1[C:10]1[CH:15]=[CH:14][CH:13]=[CH:12][CH:11]=1. (3) The product is: [CH3:15][C:14]([CH3:16])([CH2:41][C:40]1[CH:43]=[CH:44][CH:45]=[C:38]([O:37][CH2:30][C:31]2[CH:36]=[CH:35][CH:34]=[CH:33][CH:32]=2)[CH:39]=1)[C:13]([OH:18])=[O:17]. Given the reactants C(NC(C)C)(C)C.[Li]CCCC.[C:13]([OH:18])(=[O:17])[CH:14]([CH3:16])[CH3:15].CN(P(N(C)C)(N(C)C)=O)C.[CH2:30]([O:37][C:38]1[CH:39]=[C:40]([CH:43]=[CH:44][CH:45]=1)[CH2:41]Cl)[C:31]1[CH:36]=[CH:35][CH:34]=[CH:33][CH:32]=1.Cl, predict the reaction product. (4) Given the reactants Cl[C:2]1[CH:17]=[C:16]([CH:18]([CH3:20])[CH3:19])[C:5]([C:6]([NH:8][CH2:9][CH:10]2[CH2:15][CH2:14][O:13][CH2:12][CH2:11]2)=[O:7])=[CH:4][N:3]=1.[NH2:21][C:22]1[CH:29]=[C:28]([Cl:30])[CH:27]=[CH:26][C:23]=1[C:24]#[N:25].C(=O)([O-])[O-].[Cs+].[Cs+], predict the reaction product. The product is: [Cl:30][C:28]1[CH:27]=[CH:26][C:23]([C:24]#[N:25])=[C:22]([NH:21][C:2]2[CH:17]=[C:16]([CH:18]([CH3:20])[CH3:19])[C:5]([C:6]([NH:8][CH2:9][CH:10]3[CH2:15][CH2:14][O:13][CH2:12][CH2:11]3)=[O:7])=[CH:4][N:3]=2)[CH:29]=1. (5) Given the reactants C(OC([C:8]1[C:9]([O:27][CH2:28][CH2:29][O:30][C:31](=[O:33])[CH3:32])=[N:10][O:11][C:12]=1[NH:13][S:14]([C:17]1[CH:22]=[CH:21][C:20]([C:23]([CH3:26])([CH3:25])[CH3:24])=[CH:19][CH:18]=1)(=[O:16])=[O:15])=O)(C)(C)C.FC(F)(F)C(O)=O.C(=O)([O-])O.[Na+].Cl, predict the reaction product. The product is: [C:31]([O:30][CH2:29][CH2:28][O:27][C:9]1[CH:8]=[C:12]([NH:13][S:14]([C:17]2[CH:18]=[CH:19][C:20]([C:23]([CH3:26])([CH3:25])[CH3:24])=[CH:21][CH:22]=2)(=[O:15])=[O:16])[O:11][N:10]=1)(=[O:33])[CH3:32]. (6) Given the reactants [CH3:1][O:2][CH2:3][CH2:4][O:5][C:6](=[O:31])[NH:7][C@H:8]([C:13]([NH:15][C@@H:16]([CH2:24][C:25]1[CH:30]=[CH:29][CH:28]=[CH:27][CH:26]=1)[CH:17]([OH:23])[C:18]([NH:20][CH2:21][CH3:22])=[O:19])=[O:14])[CH2:9][CH:10]([CH3:12])[CH3:11].CC(OI1(OC(C)=O)(OC(C)=O)OC(=O)C2C=CC=CC1=2)=O.[O-]S([O-])(=S)=O.[Na+].[Na+].C([O-])(O)=O.[Na+], predict the reaction product. The product is: [CH3:1][O:2][CH2:3][CH2:4][O:5][C:6](=[O:31])[NH:7][C@H:8]([C:13]([NH:15][C@@H:16]([CH2:24][C:25]1[CH:30]=[CH:29][CH:28]=[CH:27][CH:26]=1)[C:17](=[O:23])[C:18](=[O:19])[NH:20][CH2:21][CH3:22])=[O:14])[CH2:9][CH:10]([CH3:12])[CH3:11]. (7) Given the reactants [Br-:1].[Br-].[Br-].C1([N+](C)(C)C)C=CC=CC=1.C1([N+](C)(C)C)C=CC=CC=1.C1([N+](C)(C)C)C=CC=CC=1.[S:34]1[C:38]([C:39](=[O:41])[CH3:40])=[CH:37][C:36]2[CH:42]=[CH:43][CH:44]=[CH:45][C:35]1=2, predict the reaction product. The product is: [S:34]1[C:38]([C:39](=[O:41])[CH2:40][Br:1])=[CH:37][C:36]2[CH:42]=[CH:43][CH:44]=[CH:45][C:35]1=2. (8) Given the reactants C([Li])C[CH2:3][CH3:4].Br[C:7]1[C:16]([O:17][CH2:18][CH2:19][CH2:20][CH2:21][CH2:22][CH3:23])=[CH:15][C:14]2[C:9](=[CH:10][CH:11]=[C:12](Br)[C:13]=2[CH2:24][CH3:25])[C:8]=1[CH2:27][CH3:28].[CH2:39]([O:38][CH:37]([O:41][CH2:42][CH3:43])[CH2:36][S:35][S:35][CH2:36][CH:37]([O:41][CH2:42][CH3:43])[O:38][CH2:39][CH3:40])[CH3:40], predict the reaction product. The product is: [CH2:39]([O:38][CH:37]([O:41][CH2:3][CH3:4])[CH2:36][S:35][C:7]1[C:16]([O:17][CH2:18][CH2:19][CH2:20][CH2:21][CH2:22][CH3:23])=[CH:15][C:14]2[C:9](=[CH:10][CH:11]=[C:12]([S:35][CH2:36][CH:37]([O:38][CH2:39][CH3:40])[O:41][CH2:42][CH3:43])[C:13]=2[CH2:24][CH3:25])[C:8]=1[CH2:27][CH3:28])[CH3:40]. (9) Given the reactants FC(F)(F)S(O[C:7]1[CH:12]=[CH:11][CH:10]=[C:9]([CH2:13][CH:14]([O:30][CH:31]([CH3:33])[CH3:32])[C:15]([N:17]2[CH:21]([CH2:22][C:23]3[CH:28]=[CH:27][CH:26]=[CH:25][CH:24]=3)[CH2:20][O:19][C:18]2=[O:29])=[O:16])[CH:8]=1)(=O)=O.[CH2:36]([OH:39])[C:37]#[CH:38].C(N(CC)CC)C, predict the reaction product. The product is: [CH2:22]([CH:21]1[CH2:20][O:19][C:18](=[O:29])[N:17]1[C:15](=[O:16])[CH:14]([O:30][CH:31]([CH3:32])[CH3:33])[CH2:13][C:9]1[CH:10]=[CH:11][CH:12]=[C:7]([C:38]#[C:37][CH2:36][OH:39])[CH:8]=1)[C:23]1[CH:28]=[CH:27][CH:26]=[CH:25][CH:24]=1.